From a dataset of Peptide-MHC class I binding affinity with 185,985 pairs from IEDB/IMGT. Regression. Given a peptide amino acid sequence and an MHC pseudo amino acid sequence, predict their binding affinity value. This is MHC class I binding data. (1) The peptide sequence is ALMEVTHVL. The MHC is HLA-A02:16 with pseudo-sequence HLA-A02:16. The binding affinity (normalized) is 1.00. (2) The peptide sequence is VLAALVCYI. The MHC is HLA-A68:02 with pseudo-sequence HLA-A68:02. The binding affinity (normalized) is 0.716. (3) The peptide sequence is LLFKTSVGV. The MHC is HLA-A02:03 with pseudo-sequence HLA-A02:03. The binding affinity (normalized) is 0.796. (4) The peptide sequence is RMIESRMSK. The MHC is HLA-B27:05 with pseudo-sequence HLA-B27:05. The binding affinity (normalized) is 0.633. (5) The peptide sequence is YTVAYQATV. The MHC is HLA-A02:05 with pseudo-sequence HLA-A02:05. The binding affinity (normalized) is 0.765. (6) The MHC is HLA-B08:01 with pseudo-sequence HLA-B08:01. The binding affinity (normalized) is 0.0452. The peptide sequence is SLNSIFNTF. (7) The peptide sequence is FDPSDYFPSV. The MHC is HLA-A02:01 with pseudo-sequence HLA-A02:01. The binding affinity (normalized) is 0.213. (8) The peptide sequence is RTMEVFTMY. The MHC is HLA-A11:01 with pseudo-sequence HLA-A11:01. The binding affinity (normalized) is 0.872.